From a dataset of Full USPTO retrosynthesis dataset with 1.9M reactions from patents (1976-2016). Predict the reactants needed to synthesize the given product. (1) Given the product [C:1]([O:5][C:6]([N:8]1[CH2:13][CH2:12][C:11]2[NH:14][C:15]([C:17]3[CH:22]=[CH:21][N:20]=[C:19]([NH:23][C:38](=[O:39])[C:32]4[CH:37]=[CH:36][CH:35]=[CH:34][CH:33]=4)[N:18]=3)=[CH:16][C:10]=2[C:9]1=[O:24])=[O:7])([CH3:4])([CH3:2])[CH3:3], predict the reactants needed to synthesize it. The reactants are: [C:1]([O:5][C:6]([N:8]1[CH2:13][CH2:12][C:11]2[NH:14][C:15]([C:17]3[CH:22]=[CH:21][N:20]=[C:19]([NH2:23])[N:18]=3)=[CH:16][C:10]=2[C:9]1=[O:24])=[O:7])([CH3:4])([CH3:3])[CH3:2].CCN(CC)CC.[C:32]1([C:38](Cl)=[O:39])[CH:37]=[CH:36][CH:35]=[CH:34][CH:33]=1.[OH-].[Na+]. (2) Given the product [OH:34][CH2:33][C:36]1([C:37]([N:24]2[CH2:25][CH2:20][N:21]([C:26]3[CH:27]=[CH:28][C:29]([CH3:32])=[CH:30][CH:31]=3)[CH2:22][CH2:23]2)=[O:38])[CH2:4][CH2:3][CH2:39][CH2:35]1, predict the reactants needed to synthesize it. The reactants are: C([Li])C[CH2:3][CH3:4].C(NC(C)C)(C)C.C1(C([CH:20]2[CH2:25][NH:24][CH2:23][CH2:22][N:21]2[C:26]2[CH:31]=[CH:30][C:29]([CH3:32])=[CH:28][CH:27]=2)=O)CCCC1.[CH2:33]=[O:34].[CH2:35]1[CH2:39][O:38][CH2:37][CH2:36]1. (3) Given the product [CH2:1]([O:3][C:4](=[O:20])[C:5]1[CH:17]=[C:16]([CH:18]=[O:19])[CH:15]=[C:7]([C:8]([N:10]([CH3:14])[CH2:11][CH2:12][CH3:13])=[O:9])[CH:6]=1)[CH3:2], predict the reactants needed to synthesize it. The reactants are: [CH2:1]([O:3][C:4](=[O:20])[C:5]1[CH:17]=[C:16]([CH2:18][OH:19])[CH:15]=[C:7]([C:8]([N:10]([CH3:14])[CH2:11][CH2:12][CH3:13])=[O:9])[CH:6]=1)[CH3:2].CC(OI1(OC(C)=O)(OC(C)=O)OC(=O)C2C=CC=CC1=2)=O.C(OCC)C.C(=O)(O)[O-].[Na+]. (4) Given the product [OH:1][C@@H:2]([C@H:4]1[C:24](=[O:25])[N:6]2[C:7]([C:21]([O:23][CH2:33][O:32][C:30]([O:29][CH2:27][CH3:28])=[O:31])=[O:22])=[C:8]([S:11]/[CH:12]=[CH:13]\[C:14]3[S:18][CH:17]=[N:16][C:15]=3[CH2:19][OH:20])[C@H:9]([CH3:10])[C@H:5]12)[CH3:3], predict the reactants needed to synthesize it. The reactants are: [OH:1][C@@H:2]([C@H:4]1[C:24](=[O:25])[N:6]2[C:7]([C:21]([O-:23])=[O:22])=[C:8]([S:11]/[CH:12]=[CH:13]\[C:14]3[S:18][CH:17]=[N:16][C:15]=3[CH2:19][OH:20])[C@H:9]([CH3:10])[C@H:5]12)[CH3:3].[Na+].[CH2:27]([O:29][C:30]([O:32][CH2:33]I)=[O:31])[CH3:28].